This data is from NCI-60 drug combinations with 297,098 pairs across 59 cell lines. The task is: Regression. Given two drug SMILES strings and cell line genomic features, predict the synergy score measuring deviation from expected non-interaction effect. Drug 1: C1=CC=C(C=C1)NC(=O)CCCCCCC(=O)NO. Drug 2: CCC1(C2=C(COC1=O)C(=O)N3CC4=CC5=C(C=CC(=C5CN(C)C)O)N=C4C3=C2)O.Cl. Cell line: OVCAR-4. Synergy scores: CSS=10.4, Synergy_ZIP=-3.80, Synergy_Bliss=-1.22, Synergy_Loewe=-4.99, Synergy_HSA=-2.53.